From a dataset of CYP1A2 inhibition data for predicting drug metabolism from PubChem BioAssay. Regression/Classification. Given a drug SMILES string, predict its absorption, distribution, metabolism, or excretion properties. Task type varies by dataset: regression for continuous measurements (e.g., permeability, clearance, half-life) or binary classification for categorical outcomes (e.g., BBB penetration, CYP inhibition). Dataset: cyp1a2_veith. (1) The molecule is O=C(COC(=O)c1cccnc1Cl)c1ccccc1. The result is 1 (inhibitor). (2) The compound is C=C(CC)C(=O)c1ccc(OCC(=O)O)c(Cl)c1Cl. The result is 0 (non-inhibitor).